From a dataset of Catalyst prediction with 721,799 reactions and 888 catalyst types from USPTO. Predict which catalyst facilitates the given reaction. (1) Reactant: [Cl:1][C:2]1[CH:22]=[CH:21][C:5]([CH2:6][C:7]2[C:8]([CH3:20])=[C:9]([CH3:19])[C:10]([CH:17]=O)=[C:11]([CH:16]=2)[C:12](OC)=[O:13])=[CH:4][CH:3]=1.[NH2:23][C@@H:24]1[C@@H:29]([OH:30])[CH2:28][CH2:27][O:26][CH2:25]1. Product: [Cl:1][C:2]1[CH:3]=[CH:4][C:5]([CH2:6][C:7]2[CH:16]=[C:11]3[C:10]([CH2:17][N:23]([C@@H:24]4[C@@H:29]([OH:30])[CH2:28][CH2:27][O:26][CH2:25]4)[C:12]3=[O:13])=[C:9]([CH3:19])[C:8]=2[CH3:20])=[CH:21][CH:22]=1. The catalyst class is: 1. (2) Reactant: [Br:1][CH2:2][CH2:3][CH2:4][O:5][C:6]1[CH:39]=[CH:38][C:9]([CH2:10][NH:11][C:12]2[N:17]=[C:16]([O:18][CH2:19][C:20]([F:23])([F:22])[F:21])[N:15]=[C:14]([NH:24][C:25]3[CH:37]=[CH:36][C:28]([C:29]([O:31]C(C)(C)C)=[O:30])=[CH:27][CH:26]=3)[CH:13]=2)=[CH:8][CH:7]=1.Cl. Product: [Br:1][CH2:2][CH2:3][CH2:4][O:5][C:6]1[CH:7]=[CH:8][C:9]([CH2:10][NH:11][C:12]2[N:17]=[C:16]([O:18][CH2:19][C:20]([F:23])([F:22])[F:21])[N:15]=[C:14]([NH:24][C:25]3[CH:26]=[CH:27][C:28]([C:29]([OH:31])=[O:30])=[CH:36][CH:37]=3)[CH:13]=2)=[CH:38][CH:39]=1. The catalyst class is: 12. (3) Reactant: [Br:1][C:2]1[CH:3]=[N:4][C:5](=[O:8])[NH:6][CH:7]=1.Br[CH2:10][CH2:11][O:12][Si:13]([C:16]([CH3:19])([CH3:18])[CH3:17])([CH3:15])[CH3:14].C(=O)([O-])[O-].[Cs+].[Cs+].C([O-])(O)=O.[Na+]. Product: [Br:1][C:2]1[CH:3]=[N:4][C:5](=[O:8])[N:6]([CH2:10][CH2:11][O:12][Si:13]([C:16]([CH3:19])([CH3:18])[CH3:17])([CH3:15])[CH3:14])[CH:7]=1. The catalyst class is: 9. (4) The catalyst class is: 17. Product: [CH3:15][C:7]1[C:6]2[C:10](=[C:2]([NH:1][S:21]([C:17]3[S:16][CH:20]=[CH:19][CH:18]=3)(=[O:23])=[O:22])[CH:3]=[CH:4][CH:5]=2)[NH:9][C:8]=1[C:11](=[O:14])[CH2:12][CH3:13]. Reactant: [NH2:1][C:2]1[CH:3]=[CH:4][CH:5]=[C:6]2[C:10]=1[NH:9][C:8]([C:11](=[O:14])[CH2:12][CH3:13])=[C:7]2[CH3:15].[S:16]1[CH:20]=[CH:19][CH:18]=[C:17]1[S:21](Cl)(=[O:23])=[O:22].